Predict the product of the given reaction. From a dataset of Forward reaction prediction with 1.9M reactions from USPTO patents (1976-2016). Given the reactants [C:1]([O:5][C:6](=[O:22])[NH:7][C:8]1[CH:13]=[CH:12][C:11]([C:14]2[CH:18]=[CH:17][S:16][CH:15]=2)=[CH:10][C:9]=1[N+:19]([O-])=O)([CH3:4])([CH3:3])[CH3:2], predict the reaction product. The product is: [C:1]([O:5][C:6](=[O:22])[NH:7][C:8]1[CH:13]=[CH:12][C:11]([C:14]2[CH:18]=[CH:17][S:16][CH:15]=2)=[CH:10][C:9]=1[NH2:19])([CH3:4])([CH3:2])[CH3:3].